This data is from Forward reaction prediction with 1.9M reactions from USPTO patents (1976-2016). The task is: Predict the product of the given reaction. The product is: [NH2:33][C:19]1[N:20]=[C:21]([C:23]2[CH:32]=[C:31]3[C:26]([CH2:27][CH2:28][N:29]([C:2]([NH:1][CH:4]4[CH2:8][CH2:7][CH2:6][CH2:5]4)=[O:3])[CH2:30]3)=[CH:25][CH:24]=2)[CH:22]=[C:17]([N:14]2[CH2:13][CH2:12][N:11]([CH3:10])[CH2:16][CH2:15]2)[N:18]=1. Given the reactants [N:1]([CH:4]1[CH2:8][CH2:7][CH2:6][CH2:5]1)=[C:2]=[O:3].Cl.[CH3:10][N:11]1[CH2:16][CH2:15][N:14]([C:17]2[CH:22]=[C:21]([C:23]3[CH:32]=[C:31]4[C:26]([CH2:27][CH2:28][NH:29][CH2:30]4)=[CH:25][CH:24]=3)[N:20]=[C:19]([NH2:33])[N:18]=2)[CH2:13][CH2:12]1.C(N(CC)CC)C, predict the reaction product.